From a dataset of Forward reaction prediction with 1.9M reactions from USPTO patents (1976-2016). Predict the product of the given reaction. (1) The product is: [CH2:1]([O:8][C:9]1[CH:25]=[CH:24][CH:23]=[CH:22][C:10]=1[CH2:11][C:12]1[CH:13]=[CH:14][C:15]([C:16]([OH:18])=[O:17])=[CH:20][CH:21]=1)[C:2]1[CH:3]=[CH:4][CH:5]=[CH:6][CH:7]=1. Given the reactants [CH2:1]([O:8][C:9]1[CH:25]=[CH:24][CH:23]=[CH:22][C:10]=1[CH2:11][C:12]1[CH:21]=[CH:20][C:15]([C:16]([O:18]C)=[O:17])=[CH:14][CH:13]=1)[C:2]1[CH:7]=[CH:6][CH:5]=[CH:4][CH:3]=1.[OH-].[Na+].Cl, predict the reaction product. (2) The product is: [CH:7]1([CH2:13][O:14][C:2](=[O:3])[O:4][CH2:5][Cl:6])[CH2:12][CH2:11][CH2:10][CH2:9][CH2:8]1. Given the reactants Cl[C:2]([O:4][CH2:5][Cl:6])=[O:3].[CH:7]1([CH2:13][OH:14])[CH2:12][CH2:11][CH2:10][CH2:9][CH2:8]1, predict the reaction product. (3) The product is: [CH:1]1([N:5]2[CH2:11][CH2:10][C:9]3[CH:12]=[CH:13][C:14]([O:16][C:17]4[N:18]=[CH:19][C:20]([N:33]5[CH2:34][C@H:30]([OH:29])[CH2:31][C:32]5=[O:35])=[CH:21][CH:22]=4)=[CH:15][C:8]=3[CH2:7][CH2:6]2)[CH2:4][CH2:3][CH2:2]1. Given the reactants [CH:1]1([N:5]2[CH2:11][CH2:10][C:9]3[CH:12]=[CH:13][C:14]([O:16][C:17]4[CH:22]=[CH:21][C:20](I)=[CH:19][N:18]=4)=[CH:15][C:8]=3[CH2:7][CH2:6]2)[CH2:4][CH2:3][CH2:2]1.CC([Si](C)(C)[O:29][C@H:30]1[CH2:34][NH:33][C:32](=[O:35])[CH2:31]1)(C)C, predict the reaction product. (4) Given the reactants Br[CH2:2][C:3]1[CH:8]=[CH:7][C:6]([O:9][C:10]([F:13])([F:12])[F:11])=[CH:5][CH:4]=1.[NH2:14][C:15]1[CH:20]=[CH:19][C:18]([C:21](=[O:23])[CH3:22])=[CH:17][CH:16]=1.C(=O)([O-])[O-].[K+].[K+], predict the reaction product. The product is: [F:11][C:10]([F:13])([F:12])[O:9][C:6]1[CH:7]=[CH:8][C:3]([CH2:2][NH:14][C:15]2[CH:20]=[CH:19][C:18]([C:21](=[O:23])[CH3:22])=[CH:17][CH:16]=2)=[CH:4][CH:5]=1. (5) Given the reactants [NH2:1][C:2]1[N:7]=[C:6]([OH:8])[N:5]=[C:4]([OH:9])[C:3]=1[CH2:10][CH:11](OCC)OCC, predict the reaction product. The product is: [N:7]1[C:2]2[NH:1][CH:11]=[CH:10][C:3]=2[C:4]([OH:9])=[N:5][C:6]=1[OH:8]. (6) Given the reactants [CH3:1][O:2][C:3](=[O:22])[C:4]1[CH:9]=[CH:8][C:7]([C:10]([CH:12]2[C:17](=[O:18])[O:16][C:15]([CH3:20])([CH3:19])[O:14][C:13]2=[O:21])=O)=[CH:6][CH:5]=1.CC(O)=O.[BH4-].[Na+], predict the reaction product. The product is: [CH3:1][O:2][C:3](=[O:22])[C:4]1[CH:5]=[CH:6][C:7]([CH2:10][CH:12]2[C:13](=[O:21])[O:14][C:15]([CH3:19])([CH3:20])[O:16][C:17]2=[O:18])=[CH:8][CH:9]=1. (7) The product is: [CH3:13][O:12][C:11]1[CH:10]=[CH:9][C:5]([CH2:6][CH2:21][OH:22])=[C:4]([N+:16]([O-:18])=[O:17])[CH:3]=1. Given the reactants CO[C:3]1[C:4]([N+:16]([O-:18])=[O:17])=[C:5]([CH:9]=[C:10](OC)[C:11]=1[O:12][CH3:13])[C:6](O)=O.C1C[O:22][CH2:21]C1, predict the reaction product.